This data is from NCI-60 drug combinations with 297,098 pairs across 59 cell lines. The task is: Regression. Given two drug SMILES strings and cell line genomic features, predict the synergy score measuring deviation from expected non-interaction effect. (1) Synergy scores: CSS=43.9, Synergy_ZIP=-4.64, Synergy_Bliss=-0.770, Synergy_Loewe=-3.13, Synergy_HSA=-3.08. Cell line: HL-60(TB). Drug 2: C1=NC2=C(N1)C(=S)N=CN2. Drug 1: CC(C1=C(C=CC(=C1Cl)F)Cl)OC2=C(N=CC(=C2)C3=CN(N=C3)C4CCNCC4)N. (2) Drug 1: CCCCCOC(=O)NC1=NC(=O)N(C=C1F)C2C(C(C(O2)C)O)O. Drug 2: CCC1(C2=C(COC1=O)C(=O)N3CC4=CC5=C(C=CC(=C5CN(C)C)O)N=C4C3=C2)O.Cl. Cell line: HL-60(TB). Synergy scores: CSS=67.1, Synergy_ZIP=0.259, Synergy_Bliss=-0.657, Synergy_Loewe=-66.8, Synergy_HSA=-3.95. (3) Drug 1: CNC(=O)C1=CC=CC=C1SC2=CC3=C(C=C2)C(=NN3)C=CC4=CC=CC=N4. Drug 2: C1=CC(=CC=C1CCC2=CNC3=C2C(=O)NC(=N3)N)C(=O)NC(CCC(=O)O)C(=O)O. Cell line: SF-268. Synergy scores: CSS=20.0, Synergy_ZIP=-3.32, Synergy_Bliss=2.21, Synergy_Loewe=-1.79, Synergy_HSA=1.85. (4) Drug 1: C1CC(=O)NC(=O)C1N2CC3=C(C2=O)C=CC=C3N. Drug 2: CC1=C(N=C(N=C1N)C(CC(=O)N)NCC(C(=O)N)N)C(=O)NC(C(C2=CN=CN2)OC3C(C(C(C(O3)CO)O)O)OC4C(C(C(C(O4)CO)O)OC(=O)N)O)C(=O)NC(C)C(C(C)C(=O)NC(C(C)O)C(=O)NCCC5=NC(=CS5)C6=NC(=CS6)C(=O)NCCC[S+](C)C)O. Cell line: CCRF-CEM. Synergy scores: CSS=10.7, Synergy_ZIP=-0.400, Synergy_Bliss=-1.11, Synergy_Loewe=4.21, Synergy_HSA=-1.62. (5) Drug 1: C1CCC(C1)C(CC#N)N2C=C(C=N2)C3=C4C=CNC4=NC=N3. Drug 2: CC1=C(N=C(N=C1N)C(CC(=O)N)NCC(C(=O)N)N)C(=O)NC(C(C2=CN=CN2)OC3C(C(C(C(O3)CO)O)O)OC4C(C(C(C(O4)CO)O)OC(=O)N)O)C(=O)NC(C)C(C(C)C(=O)NC(C(C)O)C(=O)NCCC5=NC(=CS5)C6=NC(=CS6)C(=O)NCCC[S+](C)C)O. Cell line: SK-MEL-28. Synergy scores: CSS=-4.38, Synergy_ZIP=1.36, Synergy_Bliss=-1.84, Synergy_Loewe=-6.84, Synergy_HSA=-6.31. (6) Drug 1: CC1=CC2C(CCC3(C2CCC3(C(=O)C)OC(=O)C)C)C4(C1=CC(=O)CC4)C. Drug 2: CC(C1=C(C=CC(=C1Cl)F)Cl)OC2=C(N=CC(=C2)C3=CN(N=C3)C4CCNCC4)N. Cell line: MDA-MB-435. Synergy scores: CSS=3.22, Synergy_ZIP=-1.44, Synergy_Bliss=-2.73, Synergy_Loewe=-23.7, Synergy_HSA=-7.85.